Dataset: NCI-60 drug combinations with 297,098 pairs across 59 cell lines. Task: Regression. Given two drug SMILES strings and cell line genomic features, predict the synergy score measuring deviation from expected non-interaction effect. Drug 1: C1=NC2=C(N1)C(=S)N=CN2. Cell line: SK-MEL-5. Drug 2: COCCOC1=C(C=C2C(=C1)C(=NC=N2)NC3=CC=CC(=C3)C#C)OCCOC.Cl. Synergy scores: CSS=18.7, Synergy_ZIP=-7.87, Synergy_Bliss=-3.88, Synergy_Loewe=-0.756, Synergy_HSA=-0.497.